Dataset: Full USPTO retrosynthesis dataset with 1.9M reactions from patents (1976-2016). Task: Predict the reactants needed to synthesize the given product. (1) Given the product [F:32][C:33]1[CH:38]=[CH:37][C:36]([C:12]2[N:13]([C:18]3[CH:19]=[CH:20][CH:21]=[CH:22][CH:23]=3)[N:14]=[C:15]3[C:11]=2[CH2:10][CH2:9][NH:8][CH2:17][CH2:16]3)=[CH:35][CH:34]=1, predict the reactants needed to synthesize it. The reactants are: C(OC([N:8]1[CH2:17][CH2:16][C:15]2[C:11](=[C:12](OS(C(F)(F)F)(=O)=O)[N:13]([C:18]3[CH:23]=[CH:22][CH:21]=[CH:20][CH:19]=3)[N:14]=2)[CH2:10][CH2:9]1)=O)(C)(C)C.[F:32][C:33]1[CH:38]=[CH:37][C:36](B(O)O)=[CH:35][CH:34]=1. (2) Given the product [O:10]1[CH2:15][CH2:14][CH2:13][CH2:12][CH:11]1[O:1][C:2]1[CH:3]=[C:4]([CH:7]=[CH:8][CH:9]=1)[CH:5]=[O:6], predict the reactants needed to synthesize it. The reactants are: [OH:1][C:2]1[CH:3]=[C:4]([CH:7]=[CH:8][CH:9]=1)[CH:5]=[O:6].[O:10]1[CH:15]=[CH:14][CH2:13][CH2:12][CH2:11]1.C1(C)C=CC(S([O-])(=O)=O)=CC=1.[NH+]1C=CC=CC=1. (3) Given the product [CH2:1]([N:8]([CH2:21][C:22]1[CH:23]=[CH:24][C:25]([O:26][C:27]2[CH:28]=[C:29]([CH:37]=[CH:38][CH:39]=2)[O:30][CH2:31][CH2:32][CH2:33][C:34]([NH:47][C@H:46]([C:45]([OH:44])=[O:51])[CH:48]([CH3:50])[CH3:49])=[O:35])=[CH:40][CH:41]=1)[C:9]1[CH:14]=[CH:13][CH:12]=[C:11]([NH:15][S:16]([CH3:19])(=[O:17])=[O:18])[C:10]=1[CH3:20])[C:2]1[CH:3]=[CH:4][CH:5]=[CH:6][CH:7]=1, predict the reactants needed to synthesize it. The reactants are: [CH2:1]([N:8]([CH2:21][C:22]1[CH:41]=[CH:40][C:25]([O:26][C:27]2[CH:28]=[C:29]([CH:37]=[CH:38][CH:39]=2)[O:30][CH2:31][CH2:32][CH2:33][C:34](O)=[O:35])=[CH:24][CH:23]=1)[C:9]1[CH:14]=[CH:13][CH:12]=[C:11]([NH:15][S:16]([CH3:19])(=[O:18])=[O:17])[C:10]=1[CH3:20])[C:2]1[CH:7]=[CH:6][CH:5]=[CH:4][CH:3]=1.Cl.C[O:44][C:45](=[O:51])[C@H:46]([CH:48]([CH3:50])[CH3:49])[NH2:47]. (4) Given the product [CH2:16]([O:18][C:19]([C:21]1[N:22]([C:42]2[CH:43]=[CH:44][C:45]([O:48][CH:49]([CH3:50])[CH3:51])=[CH:46][CH:47]=2)[C:23]2[C:28]([C:29]=1[N:30]([C:31](=[O:33])[CH3:32])[C:9]([O:11][C:12]([CH3:13])([CH3:14])[CH3:15])=[O:10])=[CH:27][C:26]([O:34][CH2:35][C:36]1[CH:41]=[CH:40][CH:39]=[CH:38][CH:37]=1)=[CH:25][CH:24]=2)=[O:20])[CH3:17], predict the reactants needed to synthesize it. The reactants are: [CH3:13][C:12]([O:11][C:9](O[C:9]([O:11][C:12]([CH3:15])([CH3:14])[CH3:13])=[O:10])=[O:10])([CH3:15])[CH3:14].[CH2:16]([O:18][C:19]([C:21]1[N:22]([C:42]2[CH:47]=[CH:46][C:45]([O:48][CH:49]([CH3:51])[CH3:50])=[CH:44][CH:43]=2)[C:23]2[C:28]([C:29]=1[NH:30][C:31](=[O:33])[CH3:32])=[CH:27][C:26]([O:34][CH2:35][C:36]1[CH:41]=[CH:40][CH:39]=[CH:38][CH:37]=1)=[CH:25][CH:24]=2)=[O:20])[CH3:17].CCN(CC)CC.Cl. (5) The reactants are: C1C(=O)NC(=O)N([C@@H]2O[C@H](COP(OP(O)(O)=O)(O)=O)[C@@H](O)[C@H]2O)C=1.OC1O[C@H](CON=[N+]=[N-])[C@@H](O)[C@H](O)[C@H]1NC(C)=O.CC([NH:47][C@H:48]1[C@@H:53]([O:54][P:55]([O:58][P:59]([O:62][CH2:63][C@H:64]2[O:68][C@@H:67]([N:69]3[C:75](=[O:76])[NH:74][C:72](=[O:73])[CH:71]=[CH:70]3)[C@H:66]([OH:77])[C@@H:65]2[OH:78])([OH:61])=[O:60])([OH:57])=[O:56])[O:52][C@H:51]([CH2:79][OH:80])[C@@H:50]([OH:81])[C@@H:49]1[OH:82])=O. Given the product [CH:71]1[C:72](=[O:73])[NH:74][C:75](=[O:76])[N:69]([C@@H:67]2[O:68][C@H:64]([CH2:63][O:62][P:59]([O:58][P:55]([O:54][C@H:53]3[O:52][C@H:51]([CH2:79][OH:80])[C@@H:50]([OH:81])[C@H:49]([OH:82])[C@H:48]3[NH2:47])([OH:57])=[O:56])([OH:61])=[O:60])[C@@H:65]([OH:78])[C@H:66]2[OH:77])[CH:70]=1, predict the reactants needed to synthesize it. (6) Given the product [C:6]([O:8][CH2:9][CH3:12])(=[O:7])[CH3:13].[CH3:38][CH2:33][CH2:34][CH2:36][CH3:37], predict the reactants needed to synthesize it. The reactants are: N([C:6]([O:8][C:9]([CH3:12])(C)C)=[O:7])CC(O)=O.[CH3:13]N1CCOCC1.C(OC(Cl)=O)C(C)C.N1[CH2:37][CH2:36][CH2:34][C@H:33]1[C:38](N[C@H:33]([C:38](O)=O)[C@H:34]([CH2:36][CH3:37])C)=O.Cl. (7) The reactants are: [F:1][C:2]([S:5][C:6]1[CH:12]=[CH:11][C:9]([NH2:10])=[CH:8][CH:7]=1)([F:4])[F:3].[CH2:13]([S:15][C:16]1[CH:24]=[C:23]([C:25]([F:28])([F:27])[F:26])[CH:22]=[CH:21][C:17]=1[C:18](O)=[O:19])[CH3:14].CCN=C=NCCCN(C)C.Cl.C(=O)(O)[O-].[Na+]. Given the product [CH2:13]([S:15][C:16]1[CH:24]=[C:23]([C:25]([F:27])([F:26])[F:28])[CH:22]=[CH:21][C:17]=1[C:18]([NH:10][C:9]1[CH:11]=[CH:12][C:6]([S:5][C:2]([F:4])([F:3])[F:1])=[CH:7][CH:8]=1)=[O:19])[CH3:14], predict the reactants needed to synthesize it.